Dataset: Forward reaction prediction with 1.9M reactions from USPTO patents (1976-2016). Task: Predict the product of the given reaction. Given the reactants [C:1]([C:3]1[C:29](=[O:30])[C@@H:28]([CH3:31])[C@@H:6]2[CH2:7][CH2:8][C:9]3[CH:10]=[N:11][C:12]([C:15]4[CH:27]=[CH:26][C:18]([C:19]([NH:21]/[C:22](=[N:24]\[OH:25])/[CH3:23])=O)=[CH:17][CH:16]=4)=[N:13][C:14]=3[C@@:5]2([C:32]2[CH:37]=[CH:36][CH:35]=[CH:34][CH:33]=2)[CH:4]=1)#[N:2].C(P1(=O)OP(=O)(CCC)OP(=O)(CCC)O1)CC.C(OCC)(=O)C, predict the reaction product. The product is: [CH3:31][C@H:28]1[C@@H:6]2[CH2:7][CH2:8][C:9]3[CH:10]=[N:11][C:12]([C:15]4[CH:16]=[CH:17][C:18]([C:19]5[O:25][N:24]=[C:22]([CH3:23])[N:21]=5)=[CH:26][CH:27]=4)=[N:13][C:14]=3[C@@:5]2([C:32]2[CH:37]=[CH:36][CH:35]=[CH:34][CH:33]=2)[CH:4]=[C:3]([C:1]#[N:2])[C:29]1=[O:30].